From a dataset of Forward reaction prediction with 1.9M reactions from USPTO patents (1976-2016). Predict the product of the given reaction. (1) Given the reactants Cl[C:2]1[N:7]=[CH:6][N:5]=[C:4]([NH:8][C:9]2[CH:10]=[C:11]([CH:16]=[CH:17][CH:18]=2)[C:12]([NH:14][CH3:15])=[O:13])[N:3]=1.CN(C=O)C.C(N(C(C)C)C(C)C)C.[NH:33]1[CH2:38][CH2:37][CH:36]([OH:39])[CH2:35][CH2:34]1, predict the reaction product. The product is: [NH4+:3].[OH-:13].[OH:39][CH:36]1[CH2:37][CH2:38][N:33]([C:2]2[N:7]=[CH:6][N:5]=[C:4]([NH:8][C:9]3[CH:10]=[C:11]([CH:16]=[CH:17][CH:18]=3)[C:12]([NH:14][CH3:15])=[O:13])[N:3]=2)[CH2:34][CH2:35]1. (2) Given the reactants CC1(C)C(C)(C)OB([C:9]2[CH:10]=[C:11]([NH:15][C:16]3[N:21]=[C:20]([C:22]([F:25])([F:24])[F:23])[CH:19]=[CH:18][N:17]=3)[CH:12]=[CH:13][CH:14]=2)O1.[F-].[K+].Br[C:30]1[CH:31]=[CH:32][C:33]([O:36][CH3:37])=[N:34][CH:35]=1.O, predict the reaction product. The product is: [CH3:37][O:36][C:33]1[N:34]=[CH:35][C:30]([C:9]2[CH:10]=[C:11]([NH:15][C:16]3[N:21]=[C:20]([C:22]([F:23])([F:24])[F:25])[CH:19]=[CH:18][N:17]=3)[CH:12]=[CH:13][CH:14]=2)=[CH:31][CH:32]=1. (3) Given the reactants [NH2:1][CH2:2][CH2:3][C:4]([C:7]1[CH:12]=[CH:11][CH:10]=[C:9]([Cl:13])[CH:8]=1)([OH:6])[CH3:5].CCN(C(C)C)C(C)C.Cl[C:24](Cl)([O:26]C(=O)OC(Cl)(Cl)Cl)Cl, predict the reaction product. The product is: [Cl:13][C:9]1[CH:8]=[C:7]([C:4]2([CH3:5])[O:6][C:24](=[O:26])[NH:1][CH2:2][CH2:3]2)[CH:12]=[CH:11][CH:10]=1. (4) Given the reactants [CH3:1][N:2]([CH3:13])[CH2:3][CH2:4][O:5][C:6]1[CH:7]=[C:8](I)[CH:9]=[CH:10][CH:11]=1.[C:14]([C:17]1[CH:22]=[CH:21][C:20](B(O)O)=[CH:19][CH:18]=1)([OH:16])=[O:15].C(=O)([O-])[O-].[Na+].[Na+], predict the reaction product. The product is: [CH3:1][N:2]([CH3:13])[CH2:3][CH2:4][O:5][C:6]1[CH:7]=[C:8]([C:20]2[CH:21]=[CH:22][C:17]([C:14]([OH:16])=[O:15])=[CH:18][CH:19]=2)[CH:9]=[CH:10][CH:11]=1. (5) Given the reactants [CH2:1]([O:3][C:4]([C:6]1[NH:7][C:8]2[C:13]([CH:14]=1)=[CH:12][C:11]([Br:15])=[CH:10][CH:9]=2)=[O:5])[CH3:2].[H-].[Na+].[CH2:18](Br)[C:19]1[CH:24]=[CH:23][CH:22]=[CH:21][CH:20]=1.[NH4+].[Cl-], predict the reaction product. The product is: [CH2:1]([O:3][C:4]([C:6]1[N:7]([CH2:18][C:19]2[CH:24]=[CH:23][CH:22]=[CH:21][CH:20]=2)[C:8]2[C:13]([CH:14]=1)=[CH:12][C:11]([Br:15])=[CH:10][CH:9]=2)=[O:5])[CH3:2]. (6) The product is: [NH2:41][C:42]1[CH:47]=[CH:46][C:45]([NH:48][C:49]([C@H:50]([C:51]2[CH:52]=[CH:53][CH:54]=[CH:55][CH:56]=2)[NH:57][C:3](=[O:13])[C:4]2[CH:5]=[CH:6][C:7]([C:8]([OH:10])=[O:9])=[CH:11][CH:12]=2)=[O:58])=[CH:44][CH:43]=1. Given the reactants CO[C:3](=[O:13])[C:4]1[CH:12]=[CH:11][C:7]([C:8]([OH:10])=[O:9])=[CH:6][CH:5]=1.CCN=C=NCCCN(C)C.C1C=CC2N(O)N=NC=2C=1.C(OC(=O)[NH:41][C:42]1[CH:47]=[CH:46][C:45]([NH:48][C:49](=[O:58])[C@@H:50]([NH2:57])[C:51]2[CH:56]=[CH:55][CH:54]=[CH:53][CH:52]=2)=[CH:44][CH:43]=1)(C)(C)C.C(O)(C(F)(F)F)=O.[OH-].[K+], predict the reaction product. (7) Given the reactants [CH3:1][O:2][C:3]1[CH:11]=[C:10]([CH:12](O)[CH3:13])[C:9]2[C:5](=[CH:6][N:7]([CH2:15][O:16][CH2:17][CH2:18][Si:19]([CH3:22])([CH3:21])[CH3:20])[N:8]=2)[CH:4]=1.C(Br)(Br)(Br)[Br:24].C1(P(C2C=CC=CC=2)C2C=CC=CC=2)C=CC=CC=1, predict the reaction product. The product is: [Br:24][CH:12]([C:10]1[C:9]2[C:5](=[CH:6][N:7]([CH2:15][O:16][CH2:17][CH2:18][Si:19]([CH3:22])([CH3:21])[CH3:20])[N:8]=2)[CH:4]=[C:3]([O:2][CH3:1])[CH:11]=1)[CH3:13].